Predict the reactants needed to synthesize the given product. From a dataset of Full USPTO retrosynthesis dataset with 1.9M reactions from patents (1976-2016). (1) Given the product [CH2:8]([O:7][C:5]([CH:4]1[CH2:3][CH2:2][N:1]([C:17]([O:16][C:13]([CH3:15])([CH3:14])[CH3:12])=[O:18])[CH2:11][CH2:10]1)=[O:6])[CH3:9], predict the reactants needed to synthesize it. The reactants are: [NH:1]1[CH2:11][CH2:10][CH:4]([C:5]([O:7][CH2:8][CH3:9])=[O:6])[CH2:3][CH2:2]1.[CH3:12][C:13]([O:16][C:17](O[C:17]([O:16][C:13]([CH3:15])([CH3:14])[CH3:12])=[O:18])=[O:18])([CH3:15])[CH3:14].O. (2) Given the product [F:27][C:24]([F:25])([F:26])[C:21]1[CH:22]=[CH:23][C:18]([S:15]([O:14][C@@H:12]2[CH2:13][NH:8][C@H:9]([C:28]([OH:30])=[O:29])[CH2:10][CH2:11]2)(=[O:16])=[O:17])=[CH:19][CH:20]=1, predict the reactants needed to synthesize it. The reactants are: C(OC([N:8]1[CH2:13][C@@H:12]([O:14][S:15]([C:18]2[CH:23]=[CH:22][C:21]([C:24]([F:27])([F:26])[F:25])=[CH:20][CH:19]=2)(=[O:17])=[O:16])[CH2:11][CH2:10][C@H:9]1[C:28]([O:30]C(C)(C)C)=[O:29])=O)(C)(C)C.